Dataset: Catalyst prediction with 721,799 reactions and 888 catalyst types from USPTO. Task: Predict which catalyst facilitates the given reaction. (1) Reactant: C(=O)([O-])[O-].[K+].[K+].C([O:10][C:11]1[CH:38]=[C:37]([Cl:39])[CH:36]=[CH:35][C:12]=1[C:13]([NH:15][C:16]1[CH:28]=[C:27]([C:29]2[CH:34]=[CH:33][CH:32]=[CH:31][CH:30]=2)[CH:26]=[CH:25][C:17]=1[C:18]([O:20][C:21]([CH3:24])([CH3:23])[CH3:22])=[O:19])=[O:14])(=O)C. Product: [Cl:39][C:37]1[CH:36]=[CH:35][C:12]([C:13]([NH:15][C:16]2[CH:28]=[C:27]([C:29]3[CH:34]=[CH:33][CH:32]=[CH:31][CH:30]=3)[CH:26]=[CH:25][C:17]=2[C:18]([O:20][C:21]([CH3:24])([CH3:23])[CH3:22])=[O:19])=[O:14])=[C:11]([OH:10])[CH:38]=1. The catalyst class is: 71. (2) Reactant: Br[C:2]1[S:3][CH:4]=[C:5]([Br:7])[N:6]=1.[Li]CCCC.[CH2:13]([O:15][C:16]1[CH:17]=[C:18]([O:33][CH:34]([CH3:36])[CH3:35])[C:19]([F:32])=[C:20]([CH:31]=1)/[CH:21]=[N:22]/[C:23]1[CH:30]=[CH:29][C:26]([C:27]#[N:28])=[CH:25][CH:24]=1)[CH3:14]. Product: [Br:7][C:5]1[N:6]=[C:2]([N:22]([CH2:21][C:20]2[CH:31]=[C:16]([O:15][CH2:13][CH3:14])[CH:17]=[C:18]([O:33][CH:34]([CH3:36])[CH3:35])[C:19]=2[F:32])[C:23]2[CH:30]=[CH:29][C:26]([C:27]#[N:28])=[CH:25][CH:24]=2)[S:3][CH:4]=1. The catalyst class is: 1. (3) Reactant: [CH:1]1([C:4]2[C:9]([C:10]([O:12]C)=[O:11])=[CH:8][N:7]=[C:6]([C:14]3[C:22]4[C:17](=[CH:18][CH:19]=[C:20]([C:23]5[O:24][C:25]([NH:28][CH:29]([CH3:31])[CH3:30])=[N:26][N:27]=5)[CH:21]=4)[N:16]([S:32]([C:35]4[CH:41]=[CH:40][C:38]([CH3:39])=[CH:37][CH:36]=4)(=[O:34])=[O:33])[CH:15]=3)[N:5]=2)[CH2:3][CH2:2]1.C1COCC1.O.[OH-].[Li+].Cl. Product: [CH:1]1([C:4]2[C:9]([C:10]([OH:12])=[O:11])=[CH:8][N:7]=[C:6]([C:14]3[C:22]4[C:17](=[CH:18][CH:19]=[C:20]([C:23]5[O:24][C:25]([NH:28][CH:29]([CH3:31])[CH3:30])=[N:26][N:27]=5)[CH:21]=4)[N:16]([S:32]([C:35]4[CH:41]=[CH:40][C:38]([CH3:39])=[CH:37][CH:36]=4)(=[O:33])=[O:34])[CH:15]=3)[N:5]=2)[CH2:3][CH2:2]1. The catalyst class is: 6. (4) Reactant: [CH3:1][O:2][C:3]1[CH:4]=[C:5]([C:12]2[O:13][CH2:14][CH:15]([C:17]([O:19][CH3:20])=[O:18])[N:16]=2)[CH:6]=[CH:7][C:8]=1[N+:9]([O-:11])=[O:10].BrN1C(=O)CCC1=O. Product: [CH3:1][O:2][C:3]1[CH:4]=[C:5]([C:12]2[O:13][CH:14]=[C:15]([C:17]([O:19][CH3:20])=[O:18])[N:16]=2)[CH:6]=[CH:7][C:8]=1[N+:9]([O-:11])=[O:10]. The catalyst class is: 48. (5) Reactant: [NH2:1][C:2]1[CH:3]=[N:4][C:5]2[C:10]([C:11]=1[OH:12])=[CH:9][CH:8]=[CH:7][CH:6]=2.[C:13](OC(=O)C)(=O)[CH3:14].[OH-].[Na+]. Product: [CH3:13][C:14]1[O:12][C:11]2[C:10]3[CH:9]=[CH:8][CH:7]=[CH:6][C:5]=3[N:4]=[CH:3][C:2]=2[N:1]=1. The catalyst class is: 6. (6) Reactant: [N:1]#CBr.[Br:4][C:5]1[CH:10]=[CH:9][C:8]([CH2:11][NH:12][C:13]2C=CC=CC=2)=[CH:7][CH:6]=1. Product: [Br:4][C:5]1[CH:10]=[CH:9][C:8]([CH2:11][NH:12][C:13]#[N:1])=[CH:7][CH:6]=1. The catalyst class is: 28. (7) Reactant: C([O:3][C:4]([C:6]1[O:7][C:8]2[CH:14]=[C:13]([C:15]([C:20]3[CH:25]=[CH:24][C:23]([O:26][CH2:27][C:28](=[O:33])[C:29]([CH3:32])([CH3:31])[CH3:30])=[C:22]([CH3:34])[CH:21]=3)([CH2:18][CH3:19])[CH2:16][CH3:17])[CH:12]=[CH:11][C:9]=2[CH:10]=1)=[O:5])C.[OH-].[Na+].CO. Product: [CH3:32][C:29]([CH3:30])([CH3:31])[C:28](=[O:33])[CH2:27][O:26][C:23]1[CH:24]=[CH:25][C:20]([C:15]([C:13]2[CH:12]=[CH:11][C:9]3[CH:10]=[C:6]([C:4]([OH:5])=[O:3])[O:7][C:8]=3[CH:14]=2)([CH2:18][CH3:19])[CH2:16][CH3:17])=[CH:21][C:22]=1[CH3:34]. The catalyst class is: 1. (8) Reactant: [CH2:1]([O:3][C:4]([N:6]1[C:15]2[C:10](=[CH:11][C:12]([C:16]([F:19])([F:18])[F:17])=[CH:13][CH:14]=2)[C@H:9]([C@@H:20]([C:25]2[CH:30]=[C:29]([C:31]([F:34])([F:33])[F:32])[CH:28]=[C:27]([C:35]([F:38])([F:37])[F:36])[CH:26]=2)[C:21]([O:23]C)=[O:22])[CH2:8][C@H:7]1[CH2:39][CH3:40])=[O:5])[CH3:2].[OH-].[Na+].O1CCCC1.Cl. Product: [CH2:1]([O:3][C:4]([N:6]1[C:15]2[C:10](=[CH:11][C:12]([C:16]([F:17])([F:18])[F:19])=[CH:13][CH:14]=2)[C@H:9]([C@@H:20]([C:25]2[CH:26]=[C:27]([C:35]([F:36])([F:37])[F:38])[CH:28]=[C:29]([C:31]([F:33])([F:32])[F:34])[CH:30]=2)[C:21]([OH:23])=[O:22])[CH2:8][C@H:7]1[CH2:39][CH3:40])=[O:5])[CH3:2]. The catalyst class is: 10. (9) The catalyst class is: 1. Product: [CH2:18]([O:17][C:15]([C:8]1[O:9][C:10]2[C:5]([C:6](=[O:20])[CH:7]=1)=[CH:4][CH:3]=[C:2]([O:1][S:27]([C:24]1[CH:25]=[CH:26][C:21]([CH3:31])=[CH:22][CH:23]=1)(=[O:29])=[O:28])[C:11]=2[N+:12]([O-:14])=[O:13])=[O:16])[CH3:19]. Reactant: [OH:1][C:2]1[C:11]([N+:12]([O-:14])=[O:13])=[C:10]2[C:5]([C:6](=[O:20])[CH:7]=[C:8]([C:15]([O:17][CH2:18][CH3:19])=[O:16])[O:9]2)=[CH:4][CH:3]=1.[C:21]1([CH3:31])[CH:26]=[CH:25][C:24]([S:27](Cl)(=[O:29])=[O:28])=[CH:23][CH:22]=1.C([O-])([O-])=O.[K+].[K+]. (10) Reactant: [F:1][C:2]([F:15])([F:14])[C:3]1[N:8]=[CH:7][C:6]([C:9](OCC)=[O:10])=[CH:5][N:4]=1.[H-].C([Al+]CC(C)C)C(C)C. Product: [F:15][C:2]([F:1])([F:14])[C:3]1[N:4]=[CH:5][C:6]([CH:9]=[O:10])=[CH:7][N:8]=1. The catalyst class is: 4.